From a dataset of Reaction yield outcomes from USPTO patents with 853,638 reactions. Predict the reaction yield, written as a fraction of the theoretical maximum amount of product (1.0 means a 100% yield; for example, 0.34 means a 34% yield). (1) The reactants are Br[C:2]1[CH:3]=[CH:4][C:5]2[N:9]=[CH:8][N:7]([CH2:10][CH2:11][NH:12][C:13](=[O:19])[O:14][C:15]([CH3:18])([CH3:17])[CH3:16])[C:6]=2[CH:20]=1.[CH3:21][C:22]1([CH3:38])[C:26]([CH3:28])([CH3:27])[O:25][B:24]([B:24]2[O:25][C:26]([CH3:28])([CH3:27])[C:22]([CH3:38])([CH3:21])[O:23]2)[O:23]1.C([O-])(=O)C.[K+]. The catalyst is CN(C)C=O.[Pd](Cl)Cl.C1(P(C2C=CC=CC=2)[C-]2C=CC=C2)C=CC=CC=1.[C-]1(P(C2C=CC=CC=2)C2C=CC=CC=2)C=CC=C1.[Fe+2]. The product is [CH3:21][C:22]1([CH3:38])[C:26]([CH3:28])([CH3:27])[O:25][B:24]([C:2]2[CH:3]=[CH:4][C:5]3[N:9]=[CH:8][N:7]([CH2:10][CH2:11][NH:12][C:13](=[O:19])[O:14][C:15]([CH3:18])([CH3:17])[CH3:16])[C:6]=3[CH:20]=2)[O:23]1. The yield is 0.593. (2) The reactants are [N:1]1[C:6]([C:7]([OH:9])=[O:8])=[CH:5][CH:4]=[CH:3][C:2]=1[C:10]([OH:12])=[O:11].[CH2:13](O)[C:14]1[CH:19]=[CH:18][CH:17]=[CH:16][CH:15]=1.OS(O)(=O)=O. The catalyst is O. The product is [CH2:13]([O:11][C:10]([C:2]1[N:1]=[C:6]([C:7]([OH:9])=[O:8])[CH:5]=[CH:4][CH:3]=1)=[O:12])[C:14]1[CH:19]=[CH:18][CH:17]=[CH:16][CH:15]=1. The yield is 0.300. (3) The reactants are [I:1][C:2]1[CH:11]=[N:10][C:5]2[NH:6][CH2:7][CH2:8][NH:9][C:4]=2[CH:3]=1.[F:12][C:13]1[CH:18]=[CH:17][C:16]([F:19])=[CH:15][C:14]=1[S:20](Cl)(=[O:22])=[O:21]. The catalyst is N1C=CC=CC=1. The product is [F:12][C:13]1[CH:18]=[CH:17][C:16]([F:19])=[CH:15][C:14]=1[S:20]([N:9]1[CH2:8][CH2:7][NH:6][C:5]2[N:10]=[CH:11][C:2]([I:1])=[CH:3][C:4]1=2)(=[O:22])=[O:21]. The yield is 0.130.